Predict the reactants needed to synthesize the given product. From a dataset of Full USPTO retrosynthesis dataset with 1.9M reactions from patents (1976-2016). (1) The reactants are: [BH4-].[Na+].C[O:4][C:5]([C:7]1[CH:20]=[C:19]([Cl:21])[C:18]2[C:9](=[C:10]3[C:15](=[CH:16][C:17]=2[CH3:22])[CH:14]=[CH:13][CH:12]=[N:11]3)[N:8]=1)=O.O. Given the product [Cl:21][C:19]1[C:18]2[C:9](=[C:10]3[C:15](=[CH:16][C:17]=2[CH3:22])[CH:14]=[CH:13][CH:12]=[N:11]3)[N:8]=[C:7]([CH2:5][OH:4])[CH:20]=1, predict the reactants needed to synthesize it. (2) Given the product [Cl:12][C:8]1[CH:7]=[C:6]([C:2]2[CH:3]=[C:4]([NH2:21])[N:5]([CH2:13][CH3:14])[N:1]=2)[CH:11]=[CH:10][N:9]=1, predict the reactants needed to synthesize it. The reactants are: [NH2:1]/[C:2](/[C:6]1[CH:11]=[CH:10][N:9]=[C:8]([Cl:12])[CH:7]=1)=[CH:3]\[C:4]#[N:5].[C:13](O)(=O)[C:14](O)=O.C([NH:21]N)C.Cl. (3) Given the product [CH2:1]([N:8]1[CH2:13][CH2:12][N:11]([CH2:14][CH:15]2[CH:19]([OH:20])[O:18][C@H:17]3[C:21]4[C@@:26]([CH3:29])([CH2:27][CH2:28][C:16]23[OH:31])[CH2:25][CH2:24][CH2:23][C:22]=4[CH3:30])[CH2:10][CH2:9]1)[C:2]1[CH:3]=[CH:4][CH:5]=[CH:6][CH:7]=1, predict the reactants needed to synthesize it. The reactants are: [CH2:1]([N:8]1[CH2:13][CH2:12][N:11]([CH2:14][CH:15]2[C:19](=[O:20])[O:18][C@H:17]3[C:21]4[C@@:26]([CH3:29])([CH2:27][CH2:28][C:16]23[OH:31])[CH2:25][CH2:24][CH2:23][C:22]=4[CH3:30])[CH2:10][CH2:9]1)[C:2]1[CH:7]=[CH:6][CH:5]=[CH:4][CH:3]=1.C1(C)C=CC=CC=1.CC(C[AlH]CC(C)C)C.S([O-])([O-])(=O)=O.[Na+].[Na+]. (4) Given the product [C:37]([O:40][C:41](=[O:42])[N:9]([C:7]1[CH:8]=[C:3]([C:1]#[N:2])[C:4]([F:35])=[CH:5][C:6]=1[F:34])[C:10]1[N:15]=[C:14]([N:16]([CH:26]2[CH2:27][CH2:28]2)[CH2:17][C:18]2[CH:19]=[CH:20][C:21]([O:24][CH3:25])=[CH:22][CH:23]=2)[C:13]2=[N:29][CH:30]=[C:31]([C:32]#[N:33])[N:12]2[N:11]=1)([CH3:39])([CH3:38])[CH3:36], predict the reactants needed to synthesize it. The reactants are: [C:1]([C:3]1[C:4]([F:35])=[CH:5][C:6]([F:34])=[C:7]([NH:9][C:10]2[N:15]=[C:14]([N:16]([CH:26]3[CH2:28][CH2:27]3)[CH2:17][C:18]3[CH:23]=[CH:22][C:21]([O:24][CH3:25])=[CH:20][CH:19]=3)[C:13]3=[N:29][CH:30]=[C:31]([C:32]#[N:33])[N:12]3[N:11]=2)[CH:8]=1)#[N:2].[CH3:36][C:37]([O:40][C:41](O[C:41]([O:40][C:37]([CH3:39])([CH3:38])[CH3:36])=[O:42])=[O:42])([CH3:39])[CH3:38].